This data is from Experimentally validated miRNA-target interactions with 360,000+ pairs, plus equal number of negative samples. The task is: Binary Classification. Given a miRNA mature sequence and a target amino acid sequence, predict their likelihood of interaction. (1) The miRNA is hsa-miR-4765 with sequence UGAGUGAUUGAUAGCUAUGUUC. The protein sequence of the target gene is MGNCHTVGPNEALVVSGGCCGSDYKQYVFGGWAWAWWCISDTQRISLEIMTLQPRCEDVETAEGVALTVTGVAQVKIMTEKELLAVACEQFLGKNVQDIKNVVLQTLEGHLRSILGTLTVEQIYQDRDQFAKLVREVAAPDVGRMGIEILSFTIKDVYDKVDYLSSLGKTQTAVVQRDADIGVAEAERDAGIREAECKKEMLDVKFMADTKIADSKRAFELQKSAFSEEVNIKTAEAQLAYELQGAREQQKIRQEEIEIEVVQRKKQIAVEAQEILRTDKELIATVRRPAEAEAHRIQQI.... Result: 1 (interaction). (2) The miRNA is hsa-miR-4742-5p with sequence UCAGGCAAAGGGAUAUUUACAGA. The protein sequence of the target gene is MAQILPIRFQEHLQLQNLGINPANIGFSTLTMESDKFICIREKVGEQAQVVIIDMNDPSNPIRRPISADSAIMNPASKVIALKAGKTLQIFNIEMKSKMKAHTMTDDVTFWKWISLNTVALVTDNAVYHWSMEGESQPVKMFDRHSSLAGCQIINYRTDAKQKWLLLTGISAQQNRVVGAMQLYSVDRKVSQPIEGHAASFAQFKMEGNAEESTLFCFAVRGQAGGKLHIIEVGTPPTGNQPFPKKAVDVFFPPEAQNDFPVAMQISEKHDVVFLITKYGYIHLYDLETGTCIYMNRISG.... Result: 0 (no interaction).